Dataset: NCI-60 drug combinations with 297,098 pairs across 59 cell lines. Task: Regression. Given two drug SMILES strings and cell line genomic features, predict the synergy score measuring deviation from expected non-interaction effect. (1) Drug 1: CCC1(CC2CC(C3=C(CCN(C2)C1)C4=CC=CC=C4N3)(C5=C(C=C6C(=C5)C78CCN9C7C(C=CC9)(C(C(C8N6C)(C(=O)OC)O)OC(=O)C)CC)OC)C(=O)OC)O.OS(=O)(=O)O. Drug 2: C1C(C(OC1N2C=NC(=NC2=O)N)CO)O. Cell line: SK-OV-3. Synergy scores: CSS=-0.285, Synergy_ZIP=-3.92, Synergy_Bliss=-6.40, Synergy_Loewe=-26.1, Synergy_HSA=-9.62. (2) Drug 1: CC1CC2C3CCC4=CC(=O)C=CC4(C3(C(CC2(C1(C(=O)CO)O)C)O)F)C. Drug 2: C1CC(CNC1)C2=CC=C(C=C2)N3C=C4C=CC=C(C4=N3)C(=O)N. Cell line: HCT116. Synergy scores: CSS=33.4, Synergy_ZIP=0.000989, Synergy_Bliss=-1.18, Synergy_Loewe=-17.6, Synergy_HSA=0.668. (3) Drug 1: CC1=C2C(C(=O)C3(C(CC4C(C3C(C(C2(C)C)(CC1OC(=O)C(C(C5=CC=CC=C5)NC(=O)OC(C)(C)C)O)O)OC(=O)C6=CC=CC=C6)(CO4)OC(=O)C)OC)C)OC. Drug 2: C1CN1P(=S)(N2CC2)N3CC3. Cell line: MCF7. Synergy scores: CSS=44.0, Synergy_ZIP=0.486, Synergy_Bliss=1.00, Synergy_Loewe=3.31, Synergy_HSA=4.32. (4) Drug 1: C1CCC(CC1)NC(=O)N(CCCl)N=O. Drug 2: CN1C(=O)N2C=NC(=C2N=N1)C(=O)N. Cell line: IGROV1. Synergy scores: CSS=21.4, Synergy_ZIP=-4.89, Synergy_Bliss=-0.175, Synergy_Loewe=-8.79, Synergy_HSA=-1.42.